The task is: Predict the product of the given reaction.. This data is from Forward reaction prediction with 1.9M reactions from USPTO patents (1976-2016). (1) Given the reactants Br[C:2]1[CH:3]=[C:4]([CH:9]=[C:10](OC)[CH:11]=1)[C:5]([O:7][CH3:8])=[O:6].[B:14]1([B:14]2[O:18][C:17]([CH3:20])([CH3:19])[C:16]([CH3:22])([CH3:21])[O:15]2)[O:18][C:17]([CH3:20])([CH3:19])[C:16]([CH3:22])([CH3:21])[O:15]1.[C:32]([O-])(=[O:34])C.[K+], predict the reaction product. The product is: [CH3:32][O:34][C:3]1[CH:2]=[CH:11][C:10]([B:14]2[O:18][C:17]([CH3:20])([CH3:19])[C:16]([CH3:22])([CH3:21])[O:15]2)=[CH:9][C:4]=1[C:5]([O:7][CH3:8])=[O:6]. (2) Given the reactants [CH:1]([C:4]1[CH:9]=[CH:8][CH:7]=[CH:6][C:5]=1[N:10]1[CH2:15][CH2:14][NH:13][CH2:12][CH2:11]1)([CH3:3])C.[C:16]1(N)[C:29]2[C:28](=[CH:29][C:16]3C([CH:28]=2)=C[CH:19]=[CH:18][CH:17]=3)[CH:19]=[CH:18][CH:17]=1.C(C1C=CC=CC=1N)(C)C.[K+].[Br-], predict the reaction product. The product is: [C:5]1([N:10]2[CH2:11][CH2:12][NH:13][CH2:14][CH2:15]2)[C:4]2[C:9](=[CH:28][C:29]3[C:3]([CH:1]=2)=[CH:19][CH:18]=[CH:17][CH:16]=3)[CH:8]=[CH:7][CH:6]=1.